This data is from Catalyst prediction with 721,799 reactions and 888 catalyst types from USPTO. The task is: Predict which catalyst facilitates the given reaction. Reactant: [CH:1]1[CH:2]=[CH:3][N:4]2[CH2:10][C:9]3[CH:11]=[CH:12][CH:13]=[CH:14][C:8]=3[N:7]([C:15]([C:17]3[CH:22]=[CH:21][C:20]([C:23]4[CH2:28][CH2:27][CH2:26][C:25](=[O:29])[C:24]=4[CH3:30])=[CH:19][C:18]=3[Cl:31])=[O:16])[CH2:6][C:5]=12.[Cl-].[Ce+3].[Cl-].[Cl-].[BH4-].[Na+].Cl. Product: [CH:1]1[CH:2]=[CH:3][N:4]2[CH2:10][C:9]3[CH:11]=[CH:12][CH:13]=[CH:14][C:8]=3[N:7]([C:15]([C:17]3[CH:22]=[CH:21][C:20]([C:23]4[CH2:28][CH2:27][CH2:26][CH:25]([OH:29])[C:24]=4[CH3:30])=[CH:19][C:18]=3[Cl:31])=[O:16])[CH2:6][C:5]=12. The catalyst class is: 275.